The task is: Regression. Given a peptide amino acid sequence and an MHC pseudo amino acid sequence, predict their binding affinity value. This is MHC class II binding data.. This data is from Peptide-MHC class II binding affinity with 134,281 pairs from IEDB. (1) The binding affinity (normalized) is 0.368. The peptide sequence is PASWKNNRIWLQFAK. The MHC is HLA-DPA10301-DPB10402 with pseudo-sequence HLA-DPA10301-DPB10402. (2) The peptide sequence is KEFIRCLALPFRGYL. The MHC is DRB5_0101 with pseudo-sequence DRB5_0101. The binding affinity (normalized) is 1.00. (3) The peptide sequence is LIEKINAGFKAALAA. The MHC is DRB5_0101 with pseudo-sequence DRB5_0101. The binding affinity (normalized) is 0.966. (4) The peptide sequence is MRKLAILSVSSFLFV. The MHC is DRB1_0802 with pseudo-sequence DRB1_0802. The binding affinity (normalized) is 0. (5) The peptide sequence is SDANTEYERLLSMLN. The MHC is DRB1_0301 with pseudo-sequence DRB1_0301. The binding affinity (normalized) is 0.396.